From a dataset of Reaction yield outcomes from USPTO patents with 853,638 reactions. Predict the reaction yield, written as a fraction of the theoretical maximum amount of product (1.0 means a 100% yield; for example, 0.34 means a 34% yield). (1) The reactants are [Cl:1][C:2]1[N:3]=[C:4](Cl)[C:5]2[CH2:10][CH2:9][CH:8]([C:11]3[CH:16]=[CH:15][CH:14]=[CH:13][CH:12]=3)[C:6]=2[N:7]=1.[CH3:18][CH:19]([NH2:21])[CH3:20].O. The catalyst is CN1C(=O)CCC1. The product is [Cl:1][C:2]1[N:3]=[C:4]([NH:21][CH:19]([CH3:20])[CH3:18])[C:5]2[CH2:10][CH2:9][CH:8]([C:11]3[CH:16]=[CH:15][CH:14]=[CH:13][CH:12]=3)[C:6]=2[N:7]=1. The yield is 0.820. (2) The reactants are [NH2:1][C:2]1[CH:21]=[CH:20][C:5]([O:6][CH:7]2[CH2:12][CH2:11][N:10](C(OC(C)(C)C)=O)[CH2:9][CH2:8]2)=[C:4]([O:22][CH:23]([F:25])[F:24])[CH:3]=1.Cl.Cl[C:28]1[N:33]=[C:32]([NH:34][C@@H:35]2[CH2:43][C@H:42]3[N:38]([CH2:39][CH2:40][CH2:41]3)[C:37]([CH3:45])([CH3:44])[CH2:36]2)[C:31]([F:46])=[CH:30][N:29]=1.CC1C=CC(S(O)(=O)=O)=CC=1.O. The catalyst is CC(O)C. The product is [F:25][CH:23]([F:24])[O:22][C:4]1[CH:3]=[C:2]([NH:1][C:28]2[N:33]=[C:32]([NH:34][C@@H:35]3[CH2:43][C@H:42]4[N:38]([CH2:39][CH2:40][CH2:41]4)[C:37]([CH3:44])([CH3:45])[CH2:36]3)[C:31]([F:46])=[CH:30][N:29]=2)[CH:21]=[CH:20][C:5]=1[O:6][CH:7]1[CH2:8][CH2:9][NH:10][CH2:11][CH2:12]1. The yield is 0.550. (3) The catalyst is Cl. The product is [F:42][C:41]([F:44])([F:43])[C:39]([OH:45])=[O:40].[F:42][C:41]([F:44])([F:43])[C:39]([OH:45])=[O:40].[Cl:1][C:2]1[CH:3]=[C:4]([C:13]2[C:17]([CH2:18][N:19]([CH3:31])[CH2:20][CH2:21][NH:22][CH3:23])=[CH:16][NH:15][N:14]=2)[CH:5]=[C:6]([Cl:12])[C:7]=1[O:8][CH:9]([CH3:11])[CH3:10]. The reactants are [Cl:1][C:2]1[CH:3]=[C:4]([C:13]2[C:17]([CH2:18][N:19]([CH3:31])[CH2:20][CH2:21][N:22](C)[C:23](=O)OC(C)(C)C)=[CH:16][N:15](C3CCCCO3)[N:14]=2)[CH:5]=[C:6]([Cl:12])[C:7]=1[O:8][CH:9]([CH3:11])[CH3:10].O.[C:39]([OH:45])([C:41]([F:44])([F:43])[F:42])=[O:40].CC#N. The yield is 0.470. (4) The reactants are [F-].C([N+](CCCC)(CCCC)CCCC)CCC.[CH3:19][C:20]1[CH:27]=[CH:26][C:23]([CH:24]=[O:25])=[CH:22][CH:21]=1.[Si]([C:32]([F:35])([F:34])[F:33])(C)(C)C.Cl. The catalyst is C1COCC1. The product is [CH3:19][C:20]1[CH:27]=[CH:26][C:23]([CH:24]([OH:25])[C:32]([F:35])([F:34])[F:33])=[CH:22][CH:21]=1. The yield is 0.860. (5) The reactants are [CH2:1]([O:8][C:9]1[N:14]=[CH:13][C:12]([OH:15])=[CH:11][CH:10]=1)[C:2]1[CH:7]=[CH:6][CH:5]=[CH:4][CH:3]=1.[H-].[Na+].Br[CH:19]([CH2:23][CH2:24][Br:25])[C:20]([O-:22])=[O:21].O1CCC[CH2:27]1. No catalyst specified. The product is [CH3:27][O:22][C:20](=[O:21])[CH:19]([O:15][C:12]1[CH:13]=[N:14][C:9]([O:8][CH2:1][C:2]2[CH:3]=[CH:4][CH:5]=[CH:6][CH:7]=2)=[CH:10][CH:11]=1)[CH2:23][CH2:24][Br:25]. The yield is 0.590. (6) The product is [NH2:14][C:5]1[N:4]=[N:3][C:2]([Cl:1])=[C:7]([CH2:8][CH2:9][CH2:10][CH3:11])[CH:6]=1. The yield is 0.360. The reactants are [Cl:1][C:2]1[N:3]=[N:4][C:5](Cl)=[CH:6][C:7]=1[CH2:8][CH2:9][CH2:10][CH3:11].[OH-].[NH4+:14]. The catalyst is C(O)C.